This data is from HIV replication inhibition screening data with 41,000+ compounds from the AIDS Antiviral Screen. The task is: Binary Classification. Given a drug SMILES string, predict its activity (active/inactive) in a high-throughput screening assay against a specified biological target. (1) The drug is Cc1ccc2c(c1)nc1n2C(=N)Nc2ccccc2S1.Cl. The result is 0 (inactive). (2) The molecule is COc1ccc(-c2oc3cc(-c4cc5oc(-c6ccc(OC)cc6)c(-c6ccc(OC)cc6)c5cc4OC)c(OC)cc3c2-c2ccc(OC)cc2)cc1. The result is 0 (inactive). (3) The molecule is CC(=Nc1ccc(Cl)cc1)c1ccncc1. The result is 0 (inactive).